This data is from Full USPTO retrosynthesis dataset with 1.9M reactions from patents (1976-2016). The task is: Predict the reactants needed to synthesize the given product. (1) Given the product [CH3:1][CH2:2][CH2:3][CH2:4][CH2:5][CH2:6][CH2:7][CH2:8][CH2:9][CH2:10][CH2:11][CH2:12][CH2:13][N+:14]([CH2:17][C:18]1[CH:19]=[CH:20][CH:21]=[CH:22][CH:23]=1)([CH3:16])[CH3:15].[C:26]([O-:36])(=[O:35])/[CH:27]=[CH:28]/[C:29]1[CH:30]=[CH:31][CH:32]=[CH:33][CH:34]=1, predict the reactants needed to synthesize it. The reactants are: [CH3:1][CH2:2][CH2:3][CH2:4][CH2:5][CH2:6][CH2:7][CH2:8][CH2:9][CH2:10][CH2:11][CH2:12][CH2:13][N+:14]([CH2:17][C:18]1[CH:19]=[CH:20][CH:21]=[CH:22][CH:23]=1)([CH3:16])[CH3:15].[Cl-].O.[C:26]([OH:36])(=[O:35])/[CH:27]=[CH:28]/[C:29]1[CH:34]=[CH:33][CH:32]=[CH:31][CH:30]=1.CCCCCCCCCCCCC[N+](CC1C=CC=CC=1)(C)C. (2) Given the product [F:21][C:22]1[CH:29]=[CH:28][C:25]([CH:26]=[CH:11][C:12]2[CH:13]=[CH:14][C:15]([N+:18]([O-:20])=[O:19])=[CH:16][CH:17]=2)=[CH:24][CH:23]=1, predict the reactants needed to synthesize it. The reactants are: [H-].[Na+].C(OP([CH2:11][C:12]1[CH:17]=[CH:16][C:15]([N+:18]([O-:20])=[O:19])=[CH:14][CH:13]=1)(=O)OCC)C.[F:21][C:22]1[CH:29]=[CH:28][C:25]([CH:26]=O)=[CH:24][CH:23]=1.O.